Task: Predict the product of the given reaction.. Dataset: Forward reaction prediction with 1.9M reactions from USPTO patents (1976-2016) (1) Given the reactants [CH:1]([O-])=[O:2].[Na+].[NH2:5][C:6]1[CH:26]=[C:25]([Cl:27])[C:9]2[O:10][C:11]3[C:20]([CH3:21])=[CH:19][C:18]([C:22]([OH:24])=[O:23])=[CH:17][C:12]=3[S:13](=[O:16])(=[O:15])[CH2:14][C:8]=2[CH:7]=1.O, predict the reaction product. The product is: [Cl:27][C:25]1[C:9]2[O:10][C:11]3[C:20]([CH3:21])=[CH:19][C:18]([C:22]([OH:24])=[O:23])=[CH:17][C:12]=3[S:13](=[O:15])(=[O:16])[CH2:14][C:8]=2[CH:7]=[C:6]([NH:5][CH:1]=[O:2])[CH:26]=1. (2) The product is: [CH3:1][CH2:2][C:3]([N:26]([CH3:28])[CH3:27])([C:20]1[CH:25]=[CH:24][CH:23]=[CH:22][CH:21]=1)[CH2:4][O:5][C:6]([C:8]1[CH:13]=[C:12]([O:14][CH3:15])[C:11]([O:16][CH3:17])=[C:10]([O:18][CH3:19])[CH:9]=1)=[O:7].[C:29]([C:32]1[CH:33]=[C:34]([S:38]([O-:41])(=[O:40])=[O:39])[CH:35]=[CH:36][CH:37]=1)(=[S:31])[NH2:30]. Given the reactants [CH3:1][CH2:2][C:3]([N:26]([CH3:28])[CH3:27])([C:20]1[CH:21]=[CH:22][CH:23]=[CH:24][CH:25]=1)[CH2:4][O:5][C:6]([C:8]1[CH:9]=[C:10]([O:18][CH3:19])[C:11]([O:16][CH3:17])=[C:12]([O:14][CH3:15])[CH:13]=1)=[O:7].[C:29]([C:32]1[CH:33]=[C:34]([S:38]([OH:41])(=[O:40])=[O:39])[CH:35]=[CH:36][CH:37]=1)(=[S:31])[NH2:30], predict the reaction product. (3) Given the reactants [CH3:1][N:2]([CH:10]1[CH2:15][CH2:14][O:13][CH2:12][CH2:11]1)[C:3]1[CH:8]=[CH:7][C:6](N)=[CH:5][N:4]=1.N([O-])=O.[Na+].[OH-].[Na+].[BrH:22], predict the reaction product. The product is: [Br:22][C:6]1[CH:7]=[CH:8][C:3]([N:2]([CH3:1])[CH:10]2[CH2:15][CH2:14][O:13][CH2:12][CH2:11]2)=[N:4][CH:5]=1. (4) Given the reactants [CH3:1][S:2][CH2:3][CH2:4][CH:5]=O.C#[N:8].[C:9](=[O:12])([O-])[O-:10].[NH4+].[NH4+], predict the reaction product. The product is: [NH2:8][C@H:5]([C:9]([OH:10])=[O:12])[CH2:4][CH2:3][S:2][CH3:1]. (5) Given the reactants [CH3:1][O:2][C:3](=[O:15])[CH2:4][C@H:5]1[C:9]2[CH:10]=[CH:11][C:12]([OH:14])=[CH:13][C:8]=2[O:7][CH2:6]1.C1COCC1.[Cl:21]N1C(=O)CCC1=O, predict the reaction product. The product is: [CH3:1][O:2][C:3](=[O:15])[CH2:4][C@H:5]1[C:9]2[CH:10]=[C:11]([Cl:21])[C:12]([OH:14])=[CH:13][C:8]=2[O:7][CH2:6]1.